Dataset: Catalyst prediction with 721,799 reactions and 888 catalyst types from USPTO. Task: Predict which catalyst facilitates the given reaction. (1) Reactant: Cl.[CH3:2][O:3][NH2:4].C(N(CC)CC)C.O.[F:13][C:14]1[CH:19]=[C:18]([S:20][C:21]([F:24])([F:23])[F:22])[CH:17]=[CH:16][C:15]=1[N:25]([CH3:29])[C:26](Cl)=[O:27]. Product: [F:13][C:14]1[CH:19]=[C:18]([S:20][C:21]([F:24])([F:23])[F:22])[CH:17]=[CH:16][C:15]=1[N:25]([CH3:29])[C:26]([NH:4][O:3][CH3:2])=[O:27]. The catalyst class is: 7. (2) Reactant: [Cl:1][C:2]1[C:27]([O:28]C)=[CH:26][C:5]2[C:6]([C:9]3[CH:14]=[CH:13][C:12]([O:15][C:16]4[CH:21]=[CH:20][C:19]([Cl:22])=[CH:18][CH:17]=4)=[CH:11][C:10]=3[CH2:23][CH2:24][CH3:25])=[N:7][O:8][C:4]=2[CH:3]=1.B(Br)(Br)Br.CCCCCCC.C(=O)(O)[O-].[Na+]. Product: [Cl:1][C:2]1[C:27]([OH:28])=[CH:26][C:5]2[C:6]([C:9]3[CH:14]=[CH:13][C:12]([O:15][C:16]4[CH:17]=[CH:18][C:19]([Cl:22])=[CH:20][CH:21]=4)=[CH:11][C:10]=3[CH2:23][CH2:24][CH3:25])=[N:7][O:8][C:4]=2[CH:3]=1. The catalyst class is: 4. (3) The catalyst class is: 211. Reactant: [Br:1][C:2]1[CH:14]=[CH:13][C:12]2[C:11]3[C:6](=[CH:7][CH:8]=[CH:9][CH:10]=3)[CH2:5][C:4]=2[CH:3]=1.S(=O)(=O)(O)O.O.O.[I:22](O)(=O)(=O)=O.S([O-])(O)=O.[Na+]. Product: [Br:1][C:2]1[CH:14]=[CH:13][C:12]2[C:11]3[C:6](=[CH:7][C:8]([I:22])=[CH:9][CH:10]=3)[CH2:5][C:4]=2[CH:3]=1. (4) Reactant: [NH2:1][C:2]1[CH:23]=[CH:22][C:5]([O:6][CH2:7][CH2:8][C:9]2[N:10]=[C:11]([NH:14][C:15](=[O:21])[O:16][C:17]([CH3:20])([CH3:19])[CH3:18])[S:12][CH:13]=2)=[CH:4][CH:3]=1.[CH3:24][C:25]1[CH:33]=[CH:32][C:28]([C:29](O)=[O:30])=[C:27]([N:34]2[CH2:39][CH2:38][CH:37]([CH3:40])[CH2:36][CH2:35]2)[CH:26]=1.ON1C2C=CC=CC=2N=N1.Cl.CN(C)CCCN=C=NCC. Product: [CH3:24][C:25]1[CH:33]=[CH:32][C:28]([C:29]([NH:1][C:2]2[CH:23]=[CH:22][C:5]([O:6][CH2:7][CH2:8][C:9]3[N:10]=[C:11]([NH:14][C:15](=[O:21])[O:16][C:17]([CH3:20])([CH3:18])[CH3:19])[S:12][CH:13]=3)=[CH:4][CH:3]=2)=[O:30])=[C:27]([N:34]2[CH2:39][CH2:38][CH:37]([CH3:40])[CH2:36][CH2:35]2)[CH:26]=1. The catalyst class is: 9. (5) Reactant: [CH2:1]([N:3]1[C:7]([C:8]2[CH:13]=[CH:12][C:11]([N+:14]([O-:16])=[O:15])=[C:10]([CH3:17])[CH:9]=2)=[N:6][C:5]([C:18]2[CH:19]=[N:20][CH:21]=[CH:22][CH:23]=2)=[N:4]1)[CH3:2].[Cl:24][C:25]1[CH:32]=[CH:31][CH:30]=[CH:29][C:26]=1[CH:27]=[O:28].C1CCN2C(=NCCC2)CC1. Product: [Cl:24][C:25]1[CH:32]=[CH:31][CH:30]=[CH:29][C:26]=1[CH:27]([OH:28])[CH2:17][C:10]1[CH:9]=[C:8]([C:7]2[N:3]([CH2:1][CH3:2])[N:4]=[C:5]([C:18]3[CH:19]=[N:20][CH:21]=[CH:22][CH:23]=3)[N:6]=2)[CH:13]=[CH:12][C:11]=1[N+:14]([O-:16])=[O:15]. The catalyst class is: 16.